From a dataset of Full USPTO retrosynthesis dataset with 1.9M reactions from patents (1976-2016). Predict the reactants needed to synthesize the given product. (1) Given the product [C:3]([C:6]1[CH:15]=[C:14]2[C:9]([CH:10]=[CH:11][C:12]([C:16]([OH:18])=[O:17])=[CH:13]2)=[CH:8][CH:7]=1)(=[O:5])[CH3:4], predict the reactants needed to synthesize it. The reactants are: [OH-].[K+].[C:3]([C:6]1[CH:15]=[C:14]2[C:9]([CH:10]=[CH:11][C:12]([C:16]([O:18]C)=[O:17])=[CH:13]2)=[CH:8][CH:7]=1)(=[O:5])[CH3:4].Cl. (2) Given the product [CH2:1]([O:3][C:4]([C:6]1[CH:7]=[C:8]2[C:13](=[CH:14][CH:15]=1)[NH:12][CH:11]([C:16]1[CH:17]=[N:18][CH:19]=[C:20]([C:32]3[CH:33]=[CH:34][C:29]([C:25]([CH3:28])([CH3:27])[CH3:26])=[CH:30][CH:31]=3)[CH:21]=1)[CH2:10][C:9]2([CH3:24])[CH3:23])=[O:5])[CH3:2], predict the reactants needed to synthesize it. The reactants are: [CH2:1]([O:3][C:4]([C:6]1[CH:7]=[C:8]2[C:13](=[CH:14][CH:15]=1)[NH:12][CH:11]([C:16]1[CH:17]=[N:18][CH:19]=[C:20](Br)[CH:21]=1)[CH2:10][C:9]2([CH3:24])[CH3:23])=[O:5])[CH3:2].[C:25]([C:29]1[CH:34]=[CH:33][C:32](B(O)O)=[CH:31][CH:30]=1)([CH3:28])([CH3:27])[CH3:26].C(=O)([O-])[O-].[Cs+].[Cs+].C(OCC)(=O)C. (3) Given the product [CH2:32]([N:34]([CH3:35])[C:20](=[O:22])[CH2:19][N:16]1[C:17]2[C:12](=[N:11][CH:10]=[C:9]([CH2:8][C:5]3[CH:6]=[CH:7][C:2]([F:1])=[CH:3][CH:4]=3)[CH:18]=2)[C:13]([OH:31])=[C:14]([C:24]([NH:26][CH2:27][CH2:28][O:29][CH3:30])=[O:25])[C:15]1=[O:23])[CH3:33], predict the reactants needed to synthesize it. The reactants are: [F:1][C:2]1[CH:7]=[CH:6][C:5]([CH2:8][C:9]2[CH:18]=[C:17]3[C:12]([C:13]([OH:31])=[C:14]([C:24]([NH:26][CH2:27][CH2:28][O:29][CH3:30])=[O:25])[C:15](=[O:23])[N:16]3[CH2:19][C:20]([OH:22])=O)=[N:11][CH:10]=2)=[CH:4][CH:3]=1.[CH2:32]([NH:34][CH3:35])[CH3:33]. (4) Given the product [N:1]1[C:2]([C:10]2[CH:11]=[C:12]([CH:13]=[CH:14][CH:15]=2)[NH2:16])=[CH:3][N:4]2[C:9]=1[CH:8]=[CH:7][CH:6]=[N:5]2, predict the reactants needed to synthesize it. The reactants are: [N:1]1[C:2]([C:10]2[CH:11]=[C:12]([NH:16]C(=O)OC(C)(C)C)[CH:13]=[CH:14][CH:15]=2)=[CH:3][N:4]2[C:9]=1[CH:8]=[CH:7][CH:6]=[N:5]2.C(O)(C(F)(F)F)=O.[OH-].[Na+]. (5) Given the product [NH2:8][C@@H:9]([CH2:24][C:25]1[CH:30]=[CH:29][CH:28]=[CH:27][CH:26]=1)[CH2:10][C@@H:11]1[O:15][C:14](=[O:16])[NH:13][C@H:12]1[CH2:17][C:18]1[CH:23]=[CH:22][CH:21]=[CH:20][CH:19]=1, predict the reactants needed to synthesize it. The reactants are: C(OC([NH:8][C@@H:9]([CH2:24][C:25]1[CH:30]=[CH:29][CH:28]=[CH:27][CH:26]=1)[CH2:10][C@@H:11]1[O:15][C:14](=[O:16])[NH:13][C@H:12]1[CH2:17][C:18]1[CH:23]=[CH:22][CH:21]=[CH:20][CH:19]=1)=O)(C)(C)C.C1COCC1. (6) Given the product [CH:29]1([NH:32][CH2:21][C:19]2[CH:18]=[C:17]([N:23]3[CH2:27][CH2:26][CH2:25][CH2:24]3)[N:16]=[C:15](/[CH:14]=[CH:13]/[C:5]3[N:4]=[C:3]([N:2]([CH3:28])[CH3:1])[C:12]4[C:7](=[CH:8][CH:9]=[CH:10][CH:11]=4)[N:6]=3)[N:20]=2)[CH2:31][CH2:30]1, predict the reactants needed to synthesize it. The reactants are: [CH3:1][N:2]([CH3:28])[C:3]1[C:12]2[C:7](=[CH:8][CH:9]=[CH:10][CH:11]=2)[N:6]=[C:5](/[CH:13]=[CH:14]/[C:15]2[N:20]=[C:19]([CH:21]=O)[CH:18]=[C:17]([N:23]3[CH2:27][CH2:26][CH2:25][CH2:24]3)[N:16]=2)[N:4]=1.[CH:29]1([NH2:32])[CH2:31][CH2:30]1.C(O[BH-](OC(=O)C)OC(=O)C)(=O)C.[Na+].C(=O)(O)[O-].[Na+]. (7) Given the product [NH2:19][C:10]1[C:9]([N+:14]([O-:16])=[O:15])=[C:5]([C:4]([F:17])=[C:3]([O:2][CH3:1])[C:11]=1[F:12])[C:6]([OH:8])=[O:7], predict the reactants needed to synthesize it. The reactants are: [CH3:1][O:2][C:3]1[C:4]([F:17])=[C:5]([C:9]([N+:14]([O-:16])=[O:15])=[C:10](F)[C:11]=1[F:12])[C:6]([OH:8])=[O:7].[OH-].[NH4+:19].